This data is from Full USPTO retrosynthesis dataset with 1.9M reactions from patents (1976-2016). The task is: Predict the reactants needed to synthesize the given product. (1) Given the product [CH3:1][O:2][C:3](=[O:12])[C:4]1[CH:9]=[CH:8][C:7]([I:10])=[C:6]([O:11][CH2:13][C:14]2[CH:19]=[CH:18][CH:17]=[CH:16][CH:15]=2)[CH:5]=1, predict the reactants needed to synthesize it. The reactants are: [CH3:1][O:2][C:3](=[O:12])[C:4]1[CH:9]=[CH:8][C:7]([I:10])=[C:6]([OH:11])[CH:5]=1.[CH2:13](Br)[C:14]1[CH:19]=[CH:18][CH:17]=[CH:16][CH:15]=1.C(=O)([O-])[O-].[K+].[K+]. (2) Given the product [C:22]([C:23]1[C:11]2([O:13][Si:14]([C:17]([CH3:20])([CH3:19])[CH3:18])([CH3:16])[CH3:15])[O:10][CH:9]([C:8]([O:7][C:1](=[O:6])[C:2]([CH3:5])([CH3:4])[CH3:3])=[CH:12]2)[C:24]=1[C:25]([O:27][C:28]([CH3:31])([CH3:30])[CH3:29])=[O:26])(=[O:21])[CH3:32], predict the reactants needed to synthesize it. The reactants are: [C:1]([O:7][C:8]1[CH:12]=[C:11]([O:13][Si:14]([C:17]([CH3:20])([CH3:19])[CH3:18])([CH3:16])[CH3:15])[O:10][CH:9]=1)(=[O:6])[C:2]([CH3:5])([CH3:4])[CH3:3].[O:21]=[C:22]([CH3:32])[C:23]#[C:24][C:25]([O:27][C:28]([CH3:31])([CH3:30])[CH3:29])=[O:26]. (3) Given the product [F:32][C:31]1[C:26]([NH:25][C:13](=[O:15])[C:12]2[CH:16]=[C:8]([C:4]3[CH:5]=[CH:6][CH:7]=[C:2]([F:1])[CH:3]=3)[CH:9]=[C:10]([CH3:18])[C:11]=2[CH3:17])=[C:27]([CH3:34])[C:28]([OH:33])=[CH:29][CH:30]=1, predict the reactants needed to synthesize it. The reactants are: [F:1][C:2]1[CH:3]=[C:4]([C:8]2[CH:9]=[C:10]([CH3:18])[C:11]([CH3:17])=[C:12]([CH:16]=2)[C:13]([OH:15])=O)[CH:5]=[CH:6][CH:7]=1.C(Cl)(=O)C(Cl)=O.[NH2:25][C:26]1[C:27]([CH3:34])=[C:28]([OH:33])[CH:29]=[CH:30][C:31]=1[F:32].C([O-])([O-])=O.[Na+].[Na+]. (4) Given the product [Br:4][C:5]1[CH:10]=[C:9]([O:2][CH3:1])[CH:8]=[CH:7][C:6]=1[C:12]([C:14]1[CH:19]=[CH:18][C:17]([CH2:20][CH3:21])=[CH:16][CH:15]=1)=[O:13], predict the reactants needed to synthesize it. The reactants are: [CH3:1][O-:2].[Na+].[Br:4][C:5]1[CH:10]=[C:9](F)[CH:8]=[CH:7][C:6]=1[C:12]([C:14]1[CH:19]=[CH:18][C:17]([CH2:20][CH3:21])=[CH:16][CH:15]=1)=[O:13].O. (5) The reactants are: [CH3:1][C:2]1[C:6]([C:7]2[C:8]([C:15]3[CH:20]=[CH:19][C:18]([O:21]C)=[CH:17][CH:16]=3)=[N:9][N:10]([CH3:14])[C:11]=2[CH:12]=O)=[C:5]([CH3:23])[O:4][N:3]=1.Cl.[NH2:25][OH:26].N1C=CC=CC=1.Cl.B(F)(F)F. Given the product [CH3:1][C:2]1[C:6]([C:7]2[C:8]([C:15]3[CH:20]=[CH:19][C:18]([OH:21])=[CH:17][CH:16]=3)=[N:9][N:10]([CH3:14])[C:11]=2[CH:12]=[N:25][OH:26])=[C:5]([CH3:23])[O:4][N:3]=1, predict the reactants needed to synthesize it. (6) Given the product [CH3:15][C:9]1[C:10]([CH3:14])=[CH:11][CH:12]=[CH:13][C:8]=1[C:6]1[N:5]=[C:4]([NH2:16])[N:3]=[C:2]([NH:26][CH2:25][C:23]2[CH:22]=[CH:21][N:20]=[C:19]([O:18][CH3:17])[CH:24]=2)[CH:7]=1, predict the reactants needed to synthesize it. The reactants are: Cl[C:2]1[CH:7]=[C:6]([C:8]2[CH:13]=[CH:12][CH:11]=[C:10]([CH3:14])[C:9]=2[CH3:15])[N:5]=[C:4]([NH2:16])[N:3]=1.[CH3:17][O:18][C:19]1[CH:24]=[C:23]([CH2:25][NH2:26])[CH:22]=[CH:21][N:20]=1.CCN(CC)CC.C(O)CCC. (7) Given the product [CH2:1]([O:3][C:4]([C:6]1[N:7]=[C:8]([C:19]2[C:24]([Cl:25])=[CH:23][CH:22]=[CH:21][C:20]=2[Cl:26])[N:9]([C:11]2[CH:16]=[CH:15][C:14]([C:35]3[CH:34]=[CH:33][CH:32]=[C:31]([S:28]([CH3:27])(=[O:30])=[O:29])[CH:36]=3)=[CH:13][C:12]=2[Cl:18])[CH:10]=1)=[O:5])[CH3:2], predict the reactants needed to synthesize it. The reactants are: [CH2:1]([O:3][C:4]([C:6]1[N:7]=[C:8]([C:19]2[C:24]([Cl:25])=[CH:23][CH:22]=[CH:21][C:20]=2[Cl:26])[N:9]([C:11]2[CH:16]=[CH:15][C:14](Br)=[CH:13][C:12]=2[Cl:18])[CH:10]=1)=[O:5])[CH3:2].[CH3:27][S:28]([C:31]1[CH:32]=[C:33](B(O)O)[CH:34]=[CH:35][CH:36]=1)(=[O:30])=[O:29].C([O-])([O-])=O.[K+].[K+].COCCOC. (8) Given the product [I:37][C:6]1[C:5]2[CH2:4][CH2:3][N:2]([CH3:1])[C@@H:11]([C@@H:12]3[C:13]4[C:18](=[C:17]([O:22][CH3:23])[C:16]([O:24][CH3:25])=[CH:15][CH:14]=4)[C:19](=[O:20])[O:21]3)[C:10]=2[C:9]([O:26][CH3:27])=[C:8]2[O:28][CH2:29][O:30][C:7]=12, predict the reactants needed to synthesize it. The reactants are: [CH3:1][N:2]1[C@@H:11]([C@H:12]2[O:21][C:19](=[O:20])[C:18]3[C:17]([O:22][CH3:23])=[C:16]([O:24][CH3:25])[CH:15]=[CH:14][C:13]2=3)[C:10]2[C:9]([O:26][CH3:27])=[C:8]3[O:28][CH2:29][O:30][C:7]3=[CH:6][C:5]=2[CH2:4][CH2:3]1.N1C=CC=CC=1.[I:37]Cl.N. (9) Given the product [CH3:1][C:2]1[C:11]([N:12]2[C:16]3[CH:17]=[CH:18][CH:19]=[CH:20][C:15]=3[N:14]=[C:13]2[C:21]([F:24])([F:23])[F:22])=[CH:10][CH:9]=[CH:8][C:3]=1[CH2:4][OH:5], predict the reactants needed to synthesize it. The reactants are: [CH3:1][C:2]1[C:11]([N:12]2[C:16]3[CH:17]=[CH:18][CH:19]=[CH:20][C:15]=3[N:14]=[C:13]2[C:21]([F:24])([F:23])[F:22])=[CH:10][CH:9]=[CH:8][C:3]=1[C:4](OC)=[O:5].[H-].C([Al+]CC(C)C)C(C)C.C1(C)C=CC=CC=1.O.O.O.O.O.O.O.O.O.O.[O-]S([O-])(=O)=O.[Na+].[Na+].